Dataset: Reaction yield outcomes from USPTO patents with 853,638 reactions. Task: Predict the reaction yield, written as a fraction of the theoretical maximum amount of product (1.0 means a 100% yield; for example, 0.34 means a 34% yield). (1) The reactants are [P].[Ca:2].C(=O)([O-])[O-].[Ca+2].C([O-])(=O)[CH2:9][C:10](CC([O-])=O)([C:12]([O-:14])=[O:13])[OH:11].[Ca+2].C([O-])(=O)[CH2:23][C:24](CC([O-])=O)([C:26]([O-:28])=[O:27])[OH:25].[Ca+2].[Ca+2]. No catalyst specified. The product is [Ca:2].[C:12]([O-:14])(=[O:13])[CH:10]([CH3:9])[OH:11].[Ca+2:2].[C:26]([O-:28])(=[O:27])[CH:24]([CH3:23])[OH:25]. The yield is 0.210. (2) The reactants are [OH-].[Na+].[CH3:3][C:4]1[O:5][C:6]2[CH:12]=[C:11]([C:13]([O:15]C)=[O:14])[CH:10]=[C:9]([O:17][CH2:18][CH:19]([CH3:21])[CH3:20])[C:7]=2[CH:8]=1.C1COCC1. The catalyst is CO. The product is [CH3:3][C:4]1[O:5][C:6]2[CH:12]=[C:11]([C:13]([OH:15])=[O:14])[CH:10]=[C:9]([O:17][CH2:18][CH:19]([CH3:21])[CH3:20])[C:7]=2[CH:8]=1. The yield is 0.880. (3) The reactants are [N+:1]([C:4]1[C:5]([C:14]([NH2:16])=[O:15])=[N:6][N:7]2[CH2:12][CH2:11][NH:10][C:9](=[O:13])[C:8]=12)([O-])=O. The catalyst is [Pd].C(O)(=O)C. The product is [NH2:1][C:4]1[C:5]([C:14]([NH2:16])=[O:15])=[N:6][N:7]2[CH2:12][CH2:11][NH:10][C:9](=[O:13])[C:8]=12. The yield is 0.640. (4) The product is [Cl:32][C@@H:21]1[CH2:29][N:28]2[C@@H:23]([CH2:24][C:25](=[O:30])[CH2:26][CH2:27]2)[CH2:22]1. No catalyst specified. The reactants are C1(P(C2C=CC=CC=2)C2C=CC=CC=2)C=CC=CC=1.O[C@H:21]1[CH2:29][N:28]2[C@H:23]([CH2:24][C:25](=[O:30])[CH2:26][CH2:27]2)[CH2:22]1.C(Cl)(Cl)(Cl)[Cl:32]. The yield is 0.880. (5) The reactants are [Si]([O:8][CH:9]1[CH2:18][C:17]2[C:12](=[CH:13][CH:14]=[C:15]([C:19]3[CH:20]=[N:21][N:22]([CH3:24])[CH:23]=3)[CH:16]=2)[N:11]([C:25]2[C:29]3[CH2:30][N:31]([C:34](=[O:36])[CH3:35])[CH2:32][CH2:33][C:28]=3[N:27]([C@H:37]3[CH2:41][CH2:40][O:39][CH2:38]3)[N:26]=2)[CH2:10]1)(C(C)(C)C)(C)C.[F-].C([N+](CCCC)(CCCC)CCCC)CCC.O. The catalyst is C1COCC1. The product is [OH:8][CH:9]1[CH2:18][C:17]2[C:12](=[CH:13][CH:14]=[C:15]([C:19]3[CH:20]=[N:21][N:22]([CH3:24])[CH:23]=3)[CH:16]=2)[N:11]([C:25]2[C:29]3[CH2:30][N:31]([C:34](=[O:36])[CH3:35])[CH2:32][CH2:33][C:28]=3[N:27]([C@H:37]3[CH2:41][CH2:40][O:39][CH2:38]3)[N:26]=2)[CH2:10]1. The yield is 0.0700. (6) The reactants are [Br:1][C:2]1[C:3]([OH:20])=[C:4]([C:10]2[N:11]=[C:12]([C:15]([O:17]CC)=[O:16])[S:13][CH:14]=2)[CH:5]=[C:6]([Br:9])[C:7]=1[OH:8].CO.O.[OH-].[Li+].Cl. The catalyst is O1CCCC1. The product is [Br:1][C:2]1[C:3]([OH:20])=[C:4]([C:10]2[N:11]=[C:12]([C:15]([OH:17])=[O:16])[S:13][CH:14]=2)[CH:5]=[C:6]([Br:9])[C:7]=1[OH:8]. The yield is 0.950.